Dataset: Peptide-MHC class II binding affinity with 134,281 pairs from IEDB. Task: Regression. Given a peptide amino acid sequence and an MHC pseudo amino acid sequence, predict their binding affinity value. This is MHC class II binding data. The peptide sequence is NENITVPDTKVNFYA. The MHC is DRB1_1302 with pseudo-sequence DRB1_1302. The binding affinity (normalized) is 0.155.